From a dataset of Catalyst prediction with 721,799 reactions and 888 catalyst types from USPTO. Predict which catalyst facilitates the given reaction. (1) Reactant: [Br:1][C:2]1[CH:7]=[CH:6][N:5]=[C:4]([C:8]([OH:10])=O)[CH:3]=1.Cl.CN.C1C=CC2N(O)N=[N:20][C:18]=2C=1.CCN=C=NCCCN(C)C.CCN(CC)CC. Product: [Br:1][C:2]1[CH:7]=[CH:6][N:5]=[C:4]([C:8]([NH:20][CH3:18])=[O:10])[CH:3]=1. The catalyst class is: 18. (2) Reactant: F[C:2]1[CH:7]=[C:6]([F:8])[CH:5]=[CH:4][C:3]=1[N+:9]([O-:11])=[O:10].[F-].[K+].C(=O)([O-])[O-].[K+].[K+].[CH3:20][NH2:21].O. Product: [F:8][C:6]1[CH:5]=[CH:4][C:3]([N+:9]([O-:11])=[O:10])=[C:2]([CH:7]=1)[NH:21][CH3:20]. The catalyst class is: 4. (3) Reactant: [N:1]([C@@H:4]1[CH2:9][CH2:8][CH2:7][CH2:6][C@H:5]1[OH:10])=[N+:2]=[N-:3].N1C=CC=CC=1.[N+:17]([C:20]1[CH:25]=[CH:24][C:23]([S:26](Cl)(=[O:28])=[O:27])=[CH:22][CH:21]=1)([O-:19])=[O:18]. Product: [N:1]([C@@H:4]1[CH2:9][CH2:8][CH2:7][CH2:6][C@H:5]1[O:10][S:26]([C:23]1[CH:22]=[CH:21][C:20]([N+:17]([O-:19])=[O:18])=[CH:25][CH:24]=1)(=[O:27])=[O:28])=[N+:2]=[N-:3]. The catalyst class is: 2. (4) Reactant: [F:1][C:2]1[CH:3]=[C:4]([S:10]([NH2:13])(=[O:12])=[O:11])[CH:5]=[C:6]([F:9])[C:7]=1[CH3:8].[Br:14]N1C(=O)CCC1=O.C(OOC(=O)C1C=CC=CC=1)(=O)C1C=CC=CC=1. Product: [Br:14][CH2:8][C:7]1[C:2]([F:1])=[CH:3][C:4]([S:10]([NH2:13])(=[O:11])=[O:12])=[CH:5][C:6]=1[F:9]. The catalyst class is: 53.